Dataset: Forward reaction prediction with 1.9M reactions from USPTO patents (1976-2016). Task: Predict the product of the given reaction. (1) The product is: [OH:10][C:6]1[CH2:7][CH2:8][CH2:9][C:4]([CH3:5])([CH3:3])[C:27]=1[C:22]([O:23][CH2:24][CH3:25])=[O:26]. Given the reactants C[Li].[CH3:3][C:4]1[CH2:9][CH2:8][CH2:7][C:6](=[O:10])[CH:5]=1.CN(C)P(N(C)C)(N(C)C)=O.[C:22]([C:27]#N)(=[O:26])[O:23][CH2:24][CH3:25], predict the reaction product. (2) Given the reactants [OH:1][C:2]1[CH:7]=[CH:6][C:5]([C:8](=[O:18])[C:9]([C:11]2[CH:16]=[CH:15][C:14]([OH:17])=[CH:13][CH:12]=2)=[O:10])=[CH:4][CH:3]=1.C(=O)([O-])[O-].[K+].[K+].Br[CH2:26][CH:27]([CH3:29])[CH3:28], predict the reaction product. The product is: [CH2:26]([O:1][C:2]1[CH:3]=[CH:4][C:5]([C:8](=[O:18])[C:9]([C:11]2[CH:16]=[CH:15][C:14]([O:17][CH2:4][CH:5]([CH3:8])[CH3:6])=[CH:13][CH:12]=2)=[O:10])=[CH:6][CH:7]=1)[CH:27]([CH3:29])[CH3:28]. (3) Given the reactants [NH2:1][C:2]1[CH:3]=[CH:4][C:5]([F:17])=[C:6]([C@:8]2([CH3:16])[C@@H:13]([F:14])[CH2:12][O:11][C:10]([NH2:15])=[N:9]2)[CH:7]=1.[CH3:18][C:19]1[O:20][C:21]([CH3:27])=[CH:22][C:23]=1[C:24](O)=[O:25], predict the reaction product. The product is: [NH2:15][C:10]1[O:11][CH2:12][C@H:13]([F:14])[C@:8]([C:6]2[CH:7]=[C:2]([NH:1][C:24]([C:23]3[CH:22]=[C:21]([CH3:27])[O:20][C:19]=3[CH3:18])=[O:25])[CH:3]=[CH:4][C:5]=2[F:17])([CH3:16])[N:9]=1. (4) The product is: [C:1]([NH:11][C@H:12]([C:17]([C@H:19]([NH2:41])[C:20](=[O:40])[CH:21]([NH:23][S:24]([C:27]1[CH:39]=[CH:38][C:30]2[O:31][C:32]3[CH:37]=[CH:36][CH:35]=[CH:34][C:33]=3[C:29]=2[CH:28]=1)(=[O:25])=[O:26])[CH3:22])=[O:18])[CH2:13][CH:14]([CH3:16])[CH3:15])([O:3][CH2:4][C:5]1[CH:6]=[CH:7][CH:8]=[CH:9][CH:10]=1)=[O:2]. Given the reactants [C:1]([NH:11][C@H:12]([C:17]([C@@H:19]([NH2:41])[CH:20]([OH:40])[CH:21]([NH:23][S:24]([C:27]1[CH:39]=[CH:38][C:30]2[O:31][C:32]3[CH:37]=[CH:36][CH:35]=[CH:34][C:33]=3[C:29]=2[CH:28]=1)(=[O:26])=[O:25])[CH3:22])=[O:18])[CH2:13][CH:14]([CH3:16])[CH3:15])([O:3][CH2:4][C:5]1[CH:10]=[CH:9][CH:8]=[CH:7][CH:6]=1)=[O:2].CC(C)=O.OS(O)(=O)=O.O=[Cr](=O)=O, predict the reaction product.